From a dataset of Full USPTO retrosynthesis dataset with 1.9M reactions from patents (1976-2016). Predict the reactants needed to synthesize the given product. Given the product [F:35][C:34]([F:37])([F:36])[C:38]([OH:40])=[O:39].[Cl:25][C:15]1[C:14]2[C:19](=[CH:20][C:11]([C:9]([NH:8][CH:7]([C:6]([OH:33])=[O:5])[CH2:26][C:27]3[CH:32]=[CH:31][CH:30]=[CH:29][CH:28]=3)=[O:10])=[CH:12][CH:13]=2)[C:18]([NH:21][C:22]([NH2:24])=[NH:23])=[N:17][CH:16]=1, predict the reactants needed to synthesize it. The reactants are: C([O:5][C:6](=[O:33])[CH:7]([CH2:26][C:27]1[CH:32]=[CH:31][CH:30]=[CH:29][CH:28]=1)[NH:8][C:9]([C:11]1[CH:20]=[C:19]2[C:14]([C:15]([Cl:25])=[CH:16][N:17]=[C:18]2[NH:21][C:22]([NH2:24])=[NH:23])=[CH:13][CH:12]=1)=[O:10])(C)(C)C.[C:34]([C:38]([OH:40])=[O:39])([F:37])([F:36])[F:35].